Dataset: Full USPTO retrosynthesis dataset with 1.9M reactions from patents (1976-2016). Task: Predict the reactants needed to synthesize the given product. (1) Given the product [CH3:25][O:26][C:27]1[C:34]([O:35][CH3:36])=[C:33]([O:37][CH3:38])[CH:32]=[C:31]([CH3:39])[C:28]=1[CH:29]([C:19]1[C:14]([Cl:13])=[N:15][C:16]([Cl:24])=[CH:17][C:18]=1[C:20]([F:21])([F:22])[F:23])[OH:30], predict the reactants needed to synthesize it. The reactants are: C([Li])CCC.C(NC(C)C)(C)C.[Cl:13][C:14]1[CH:19]=[C:18]([C:20]([F:23])([F:22])[F:21])[CH:17]=[C:16]([Cl:24])[N:15]=1.[CH3:25][O:26][C:27]1[C:34]([O:35][CH3:36])=[C:33]([O:37][CH3:38])[CH:32]=[C:31]([CH3:39])[C:28]=1[CH:29]=[O:30]. (2) Given the product [ClH:4].[CH3:6][N:7]1[CH2:12][CH2:11][N:10]([S:1]([Cl:5])(=[O:3])=[O:2])[CH2:9][CH2:8]1, predict the reactants needed to synthesize it. The reactants are: [S:1]([Cl:5])([Cl:4])(=[O:3])=[O:2].[CH3:6][N:7]1[CH2:12][CH2:11][NH:10][CH2:9][CH2:8]1. (3) Given the product [CH:1]([O:4][C:5]1[CH:6]=[CH:7][C:8]([O:11][C:12]2[CH:13]=[C:14]([CH:15]=[CH:16][CH:17]=2)[CH:18]=[C:19]2[CH2:20][CH2:21][N:22]([C:32]([NH:31][C:27]3[N:26]=[N:25][CH:30]=[CH:29][CH:28]=3)=[O:33])[CH2:23][CH2:24]2)=[N:9][CH:10]=1)([CH3:3])[CH3:2], predict the reactants needed to synthesize it. The reactants are: [CH:1]([O:4][C:5]1[CH:6]=[CH:7][C:8]([O:11][C:12]2[CH:17]=[CH:16][CH:15]=[C:14]([CH:18]=[C:19]3[CH2:24][CH2:23][NH:22][CH2:21][CH2:20]3)[CH:13]=2)=[N:9][CH:10]=1)([CH3:3])[CH3:2].[N:25]1[CH:30]=[CH:29][CH:28]=[C:27]([NH:31][C:32](=O)[O:33]C2C=CC=CC=2)[N:26]=1.C(N(CC)CC)C.